This data is from Reaction yield outcomes from USPTO patents with 853,638 reactions. The task is: Predict the reaction yield, written as a fraction of the theoretical maximum amount of product (1.0 means a 100% yield; for example, 0.34 means a 34% yield). The reactants are [H-].[Na+].[O:3]1[C:7]2[CH:8]=[CH:9][CH:10]=[CH:11][C:6]=2[NH:5][C:4]1=[O:12].[CH3:13]I. The catalyst is O1CCCC1.C(O)C. The product is [CH3:13][N:5]1[C:6]2[CH:11]=[CH:10][CH:9]=[CH:8][C:7]=2[O:3][C:4]1=[O:12]. The yield is 0.820.